Dataset: Reaction yield outcomes from USPTO patents with 853,638 reactions. Task: Predict the reaction yield, written as a fraction of the theoretical maximum amount of product (1.0 means a 100% yield; for example, 0.34 means a 34% yield). The reactants are CO[C:3](=[O:8])[C:4]([O:6][CH3:7])=[O:5].[CH3:9][C:10]1[CH:15]=[CH:14][C:13]([C:16](=[O:18])[CH3:17])=[CH:12][CH:11]=1. No catalyst specified. The yield is 0.740. The product is [CH3:9][C:10]1[CH:15]=[CH:14][C:13]([C:16](=[O:18])[CH2:17][C:3](=[O:8])[C:4]([O:6][CH3:7])=[O:5])=[CH:12][CH:11]=1.